This data is from Forward reaction prediction with 1.9M reactions from USPTO patents (1976-2016). The task is: Predict the product of the given reaction. (1) Given the reactants Br[C:2]1[C:3]([C:7]2[N:11]([S:12]([C:15]3[CH:16]=[N:17][CH:18]=[CH:19][CH:20]=3)(=[O:14])=[O:13])[CH:10]=[C:9]([CH2:21][N:22]([CH3:30])[C:23](=[O:29])[O:24][C:25]([CH3:28])([CH3:27])[CH3:26])[CH:8]=2)=[CH:4][S:5][CH:6]=1.[CH3:31][N:32](C)C=O, predict the reaction product. The product is: [C:31]([C:2]1[C:3]([C:7]2[N:11]([S:12]([C:15]3[CH:16]=[N:17][CH:18]=[CH:19][CH:20]=3)(=[O:14])=[O:13])[CH:10]=[C:9]([CH2:21][N:22]([CH3:30])[C:23](=[O:29])[O:24][C:25]([CH3:28])([CH3:27])[CH3:26])[CH:8]=2)=[CH:4][S:5][CH:6]=1)#[N:32]. (2) Given the reactants Cl.[F:2][C:3]1[CH:4]=[CH:5][CH:6]=[C:7]2[C:12]=1[C:11]([NH:13][C@H:14]1[CH2:18][CH2:17][NH:16][CH2:15]1)=[N:10][C:9]([C:19]1[NH:23][C:22](=[O:24])[NH:21][N:20]=1)=[CH:8]2.CC1C=CC=C(C)N=1.[C:33](Cl)(=[O:36])[CH:34]=[CH2:35], predict the reaction product. The product is: [C:33]([N:16]1[CH2:17][CH2:18][C@H:14]([NH:13][C:11]2[C:12]3[C:7](=[CH:6][CH:5]=[CH:4][C:3]=3[F:2])[CH:8]=[C:9]([C:19]3[NH:23][C:22](=[O:24])[NH:21][N:20]=3)[N:10]=2)[CH2:15]1)(=[O:36])[CH:34]=[CH2:35]. (3) Given the reactants CC1(C)C(C)(C)OB([C:9]2[CH:10]=[N:11][N:12]3[CH:17]=[CH:16][C:15]([N:18]4[CH2:23][CH2:22][N:21]([C:24]([O:26][CH:27]([CH3:29])[CH3:28])=[O:25])[CH2:20][CH2:19]4)=[N:14][C:13]=23)O1.Br[C:32]1[CH:37]=[CH:36][CH:35]=[C:34]([O:38][CH3:39])[N:33]=1.C([O-])([O-])=O.[K+].[K+].COCCOC, predict the reaction product. The product is: [CH3:39][O:38][C:34]1[N:33]=[C:32]([C:9]2[CH:10]=[N:11][N:12]3[CH:17]=[CH:16][C:15]([N:18]4[CH2:19][CH2:20][N:21]([C:24]([O:26][CH:27]([CH3:29])[CH3:28])=[O:25])[CH2:22][CH2:23]4)=[N:14][C:13]=23)[CH:37]=[CH:36][CH:35]=1. (4) Given the reactants [Cl:1][C:2]1[CH:7]=[CH:6][CH:5]=[C:4]([Cl:8])[C:3]=1[S:9]([N:12]([CH2:14][C:15]1[O:19][CH:18]=[C:17]([C:20](O)=[O:21])[CH:16]=1)[CH3:13])(=[O:11])=[O:10].C1N=CN(C(N2C=NC=C2)=O)C=1.[CH3:35][N:36]1[CH2:41][CH2:40][CH:39]([CH2:42][N:43]2[CH2:48][CH2:47][NH:46][CH2:45][CH2:44]2)[CH2:38][CH2:37]1, predict the reaction product. The product is: [Cl:8][C:4]1[CH:5]=[CH:6][CH:7]=[C:2]([Cl:1])[C:3]=1[S:9]([N:12]([CH3:13])[CH2:14][C:15]1[O:19][CH:18]=[C:17]([C:20]([N:46]2[CH2:45][CH2:44][N:43]([CH2:42][CH:39]3[CH2:40][CH2:41][N:36]([CH3:35])[CH2:37][CH2:38]3)[CH2:48][CH2:47]2)=[O:21])[CH:16]=1)(=[O:10])=[O:11].